Dataset: Reaction yield outcomes from USPTO patents with 853,638 reactions. Task: Predict the reaction yield, written as a fraction of the theoretical maximum amount of product (1.0 means a 100% yield; for example, 0.34 means a 34% yield). (1) The reactants are [C:1]([O:5][C:6](=[O:24])[C:7]1[CH:12]=[CH:11][C:10]([CH2:13][N:14]2[C:19](=[O:20])[C:18]([CH3:21])=[C:17](Cl)[NH:16][C:15]2=[O:23])=[CH:9][CH:8]=1)([CH3:4])([CH3:3])[CH3:2].[SH2:25].[Na]. The catalyst is CN(C)C=O. The product is [C:1]([O:5][C:6](=[O:24])[C:7]1[CH:12]=[CH:11][C:10]([CH2:13][N:14]2[C:19](=[O:20])[C:18]([CH3:21])=[C:17]([SH:25])[NH:16][C:15]2=[O:23])=[CH:9][CH:8]=1)([CH3:4])([CH3:3])[CH3:2]. The yield is 0.910. (2) The reactants are [NH2:1][C:2]1[C:3]([C:15]([NH2:17])=[O:16])=[CH:4][C:5]2[C:13]3[C:8](=[CH:9][CH:10]=[CH:11][CH:12]=3)[NH:7][C:6]=2[N:14]=1.C(Cl)CCl.[CH2:22]([O:29][CH2:30][C:31](O)=[O:32])[C:23]1[CH:28]=[CH:27][CH:26]=[CH:25][CH:24]=1. The catalyst is N1C=CC=CC=1.CN(C1C=CN=CC=1)C. The product is [NH2:1][C:2]1[C:3]([C:15]([NH2:17])=[O:16])=[CH:4][C:5]2[C:13]3[C:8](=[CH:9][CH:10]=[CH:11][CH:12]=3)[N:7]([C:31](=[O:32])[CH2:30][O:29][CH2:22][C:23]3[CH:28]=[CH:27][CH:26]=[CH:25][CH:24]=3)[C:6]=2[N:14]=1. The yield is 0.220. (3) The product is [C:1]([O:5][C:6]([N:8]1[CH2:11][CH2:10][CH:12]([C:40]2[CH:61]=[CH:60][C:43]3[C:44]4[N:48]([CH2:49][CH2:50][O:51][C:42]=3[CH:41]=2)[CH:47]=[C:46]([C:52]2[N:53]([CH:57]([CH3:59])[CH3:58])[N:54]=[CH:55][N:56]=2)[N:45]=4)[CH2:38][CH2:37]1)=[O:7])([CH3:2])([CH3:3])[CH3:4]. No catalyst specified. The reactants are [C:1]([O:5][C:6]([N:8]1[CH2:11][CH:10]([C:12]2[CH:38]=[CH:37]C3C4C(CCOC=3C=2)=CN(C2N(C3C=CC(F)=CC=3F)N=CN=2)N=4)C1)=[O:7])([CH3:4])([CH3:3])[CH3:2].Br[C:40]1[CH:61]=[CH:60][C:43]2[C:44]3[N:48]([CH2:49][CH2:50][O:51][C:42]=2[CH:41]=1)[CH:47]=[C:46]([C:52]1[N:53]([CH:57]([CH3:59])[CH3:58])[N:54]=[CH:55][N:56]=1)[N:45]=3. The yield is 0.310. (4) The reactants are [NH2:1][C:2]1[C:14]([Cl:15])=[C:13]2[C:5]([C:6]3[C:11]([CH2:16][CH2:17][CH2:18][CH3:19])([CH2:12]2)[CH2:10][CH2:9][C:8](=[O:20])[C:7]=3[Br:21])=[CH:4][C:3]=1[F:22].N1C=CC=CC=1.[C:29](Cl)(=[O:31])[CH3:30].[OH-].[Na+]. The catalyst is C(Cl)Cl.N1C=CC=CC=1.C(Cl)(=O)C.CCO. The product is [C:29]([NH:1][C:2]1[C:14]([Cl:15])=[C:13]2[C:5]([C:6]3[C:11]([CH2:16][CH2:17][CH2:18][CH3:19])([CH2:12]2)[CH2:10][CH2:9][C:8](=[O:20])[C:7]=3[Br:21])=[CH:4][C:3]=1[F:22])(=[O:31])[CH3:30]. The yield is 0.980. (5) The reactants are [C:1]1([C:27]2[CH:32]=[CH:31][CH:30]=[CH:29][CH:28]=2)[CH:6]=[CH:5][C:4]([C@@:7]2(O)[CH2:11][N:10]([C:12]([O:14][CH2:15][C:16]3[CH:21]=[CH:20][CH:19]=[CH:18][CH:17]=3)=[O:13])[C@H:9]([C:22]([O:24][CH3:25])=[O:23])[CH2:8]2)=[CH:3][CH:2]=1.[CH2:33]([SH:37])[CH2:34][CH2:35][CH3:36]. The catalyst is C(#N)C.FC(F)(F)S([O-])(=O)=O.[Sc+3].FC(F)(F)S([O-])(=O)=O.FC(F)(F)S([O-])(=O)=O. The product is [C:1]1([C:27]2[CH:32]=[CH:31][CH:30]=[CH:29][CH:28]=2)[CH:6]=[CH:5][C:4]([C@:7]2([S:37][CH2:33][CH2:34][CH2:35][CH3:36])[CH2:11][N:10]([C:12]([O:14][CH2:15][C:16]3[CH:21]=[CH:20][CH:19]=[CH:18][CH:17]=3)=[O:13])[C@H:9]([C:22]([O:24][CH3:25])=[O:23])[CH2:8]2)=[CH:3][CH:2]=1. The yield is 0.433. (6) The reactants are [C:1]1(=[O:14])[C:6]2=[N:7][C:8]3[CH:13]=[CH:12][CH:11]=[CH:10][C:9]=3[N:5]2[CH2:4][CH2:3][NH:2]1. The catalyst is [Pd].C(O)(=O)C. The product is [C:1]1(=[O:14])[C:6]2=[N:7][C:8]3[CH2:13][CH2:12][CH2:11][CH2:10][C:9]=3[N:5]2[CH2:4][CH2:3][NH:2]1. The yield is 0.710. (7) The catalyst is C1COCC1. The product is [CH2:10]([N:17]1[CH2:22][CH2:21][C:20]([C:2]2[CH:7]=[CH:6][C:5]([O:8][CH3:9])=[CH:4][CH:3]=2)([OH:23])[CH2:19][CH2:18]1)[C:11]1[CH:12]=[CH:13][CH:14]=[CH:15][CH:16]=1. The yield is 0.720. The reactants are Br[C:2]1[CH:7]=[CH:6][C:5]([O:8][CH3:9])=[CH:4][CH:3]=1.[CH2:10]([N:17]1[CH2:22][CH2:21][C:20](=[O:23])[CH2:19][CH2:18]1)[C:11]1[CH:16]=[CH:15][CH:14]=[CH:13][CH:12]=1.